This data is from NCI-60 drug combinations with 297,098 pairs across 59 cell lines. The task is: Regression. Given two drug SMILES strings and cell line genomic features, predict the synergy score measuring deviation from expected non-interaction effect. (1) Drug 1: CN1CCC(CC1)COC2=C(C=C3C(=C2)N=CN=C3NC4=C(C=C(C=C4)Br)F)OC. Drug 2: CC1=C2C(C(=O)C3(C(CC4C(C3C(C(C2(C)C)(CC1OC(=O)C(C(C5=CC=CC=C5)NC(=O)OC(C)(C)C)O)O)OC(=O)C6=CC=CC=C6)(CO4)OC(=O)C)OC)C)OC. Cell line: SF-539. Synergy scores: CSS=55.9, Synergy_ZIP=6.92, Synergy_Bliss=6.82, Synergy_Loewe=-9.33, Synergy_HSA=8.43. (2) Drug 1: C#CCC(CC1=CN=C2C(=N1)C(=NC(=N2)N)N)C3=CC=C(C=C3)C(=O)NC(CCC(=O)O)C(=O)O. Drug 2: CC12CCC3C(C1CCC2OP(=O)(O)O)CCC4=C3C=CC(=C4)OC(=O)N(CCCl)CCCl.[Na+]. Cell line: HT29. Synergy scores: CSS=6.43, Synergy_ZIP=-1.45, Synergy_Bliss=-1.76, Synergy_Loewe=-2.12, Synergy_HSA=-2.13.